From a dataset of Full USPTO retrosynthesis dataset with 1.9M reactions from patents (1976-2016). Predict the reactants needed to synthesize the given product. (1) Given the product [F:1][C:2]1[CH:3]=[C:4]2[CH2:10][CH2:9][NH:8][C:5]2=[N:6][CH:7]=1, predict the reactants needed to synthesize it. The reactants are: [F:1][C:2]1[CH:3]=[C:4]2[CH:10]=[CH:9][NH:8][C:5]2=[N:6][CH:7]=1. (2) Given the product [Cl:20][CH:19]([CH:9]1[CH2:14][CH2:13][CH2:12][CH2:11][CH2:10]1)[C:18]([O:17][CH2:15][CH3:16])=[O:22], predict the reactants needed to synthesize it. The reactants are: C1=CCCC=CCC1.[CH:9]1[CH2:14][CH2:13][CH2:12][CH2:11][CH:10]=1.[CH2:15]([O:17][C:18](=[O:22])[CH:19](Cl)[Cl:20])[CH3:16].CC([O-])(C)C.[K+].C([O-])(=O)C.[Na+].OO.[Na+].[Cl-]. (3) Given the product [C:10]([NH2:12])(=[O:11])[C:9]1[CH:21]=[CH:22][CH:23]=[CH:7][CH:8]=1, predict the reactants needed to synthesize it. The reactants are: CS(Cl)(=O)=O.N[C:7]1[CH:8]=[C:9]([CH:21]=[CH:22][C:23]=1OC)[C:10]([NH:12]C1C=CC(F)=C(F)C=1)=[O:11]. (4) Given the product [Br:1][C:2]1[CH:3]=[C:4]([CH:9]=[CH:10][C:11]=1[CH2:12][NH:20][CH2:21][C@H:22]([OH:24])[CH3:23])[C:5]([O:7][CH3:8])=[O:6], predict the reactants needed to synthesize it. The reactants are: [Br:1][C:2]1[CH:3]=[C:4]([CH:9]=[CH:10][C:11]=1[CH2:12]Br)[C:5]([O:7][CH3:8])=[O:6].C(=O)([O-])[O-].[K+].[K+].[NH2:20][CH2:21][C@H:22]([OH:24])[CH3:23]. (5) The reactants are: [C:1]1([CH3:27])[CH:6]=[CH:5][C:4]([NH:7][S:8]([C:11]2[CH:20]=[C:19]3[C:14]([CH2:15][CH2:16][N:17]([C:21](=[O:26])[C:22]([F:25])([F:24])[F:23])[CH2:18]3)=[CH:13][CH:12]=2)(=[O:10])=[O:9])=[CH:3][CH:2]=1.Br[CH2:29][C:30]([O:32]C(C)(C)C)=[O:31]. Given the product [C:1]1([CH3:27])[CH:6]=[CH:5][C:4]([N:7]([CH2:29][C:30]([OH:32])=[O:31])[S:8]([C:11]2[CH:20]=[C:19]3[C:14]([CH2:15][CH2:16][N:17]([C:21](=[O:26])[C:22]([F:23])([F:25])[F:24])[CH2:18]3)=[CH:13][CH:12]=2)(=[O:10])=[O:9])=[CH:3][CH:2]=1, predict the reactants needed to synthesize it.